From a dataset of Forward reaction prediction with 1.9M reactions from USPTO patents (1976-2016). Predict the product of the given reaction. (1) Given the reactants Br[C:2]1[N:10]=[CH:9][N:8]=[C:7]2[C:3]=1[N:4]=[CH:5][NH:6]2.[Cl:11][C:12]1[CH:21]=[C:20]([CH:22]([NH2:24])[CH3:23])[C:19]([C:25]2[CH:30]=[CH:29][CH:28]=[C:27]([F:31])[CH:26]=2)=[C:18]2[C:13]=1[CH:14]=[CH:15][N:16]=[CH:17]2.C(N(CC)C(C)C)(C)C, predict the reaction product. The product is: [Cl:11][C:12]1[CH:21]=[C:20]([CH:22]([NH:24][C:2]2[N:10]=[CH:9][N:8]=[C:7]3[C:3]=2[N:4]=[CH:5][NH:6]3)[CH3:23])[C:19]([C:25]2[CH:30]=[CH:29][CH:28]=[C:27]([F:31])[CH:26]=2)=[C:18]2[C:13]=1[CH:14]=[CH:15][N:16]=[CH:17]2. (2) Given the reactants F[C:2]1[CH:12]=[C:11]([F:13])[CH:10]=[CH:9][C:3]=1[C:4]([O:6][CH2:7][CH3:8])=[O:5].[NH2:14][C:15]1[CH:20]=[CH:19][C:18]([OH:21])=[C:17]([Cl:22])[CH:16]=1.[O-]P([O-])([O-])=O.[K+].[K+].[K+], predict the reaction product. The product is: [NH2:14][C:15]1[CH:20]=[CH:19][C:18]([O:21][C:2]2[CH:12]=[C:11]([F:13])[CH:10]=[CH:9][C:3]=2[C:4]([O:6][CH2:7][CH3:8])=[O:5])=[C:17]([Cl:22])[CH:16]=1. (3) Given the reactants Cl.[OH:2][CH:3]1[O:11][C@H:10]([CH2:12][OH:13])[C@@H:8]([OH:9])[C@H:6]([OH:7])[C@H:4]1[NH2:5], predict the reaction product. The product is: [OH:2][CH:3]1[O:11][C@H:10]([CH2:12][OH:13])[C@@H:8]([OH:9])[C@H:6]([OH:7])[C@H:4]1[NH2:5]. (4) Given the reactants [NH2:1][C:2]1[C:11]2[C:6](=[CH:7][C:8]([OH:12])=[CH:9][CH:10]=2)[CH:5]=[CH:4][N:3]=1.[C:13]([O:17][C:18]([NH:20][C@H:21]1[CH2:26][CH2:25][C@H:24](OS(C)(=O)=O)[CH2:23][CH2:22]1)=[O:19])([CH3:16])([CH3:15])[CH3:14].CCN(P1(N(C)CCCN1)=NC(C)(C)C)CC, predict the reaction product. The product is: [C:13]([O:17][C:18](=[O:19])[NH:20][C@H:21]1[CH2:22][CH2:23][C@@H:24]([O:12][C:8]2[CH:7]=[C:6]3[C:11](=[CH:10][CH:9]=2)[C:2]([NH2:1])=[N:3][CH:4]=[CH:5]3)[CH2:25][CH2:26]1)([CH3:16])([CH3:14])[CH3:15]. (5) Given the reactants [CH3:1][C@@H:2]1[CH2:19][C:18]2[C@:13](C)([CH2:14][CH2:15][C:16](=[O:20])[CH:17]=2)[C@@H:12]2[C@@H:3]1[C@H:4]1[C@@:8]([CH2:10][CH2:11]2)([CH3:9])[C:7](=[O:22])[CH2:6][CH2:5]1.O, predict the reaction product. The product is: [CH3:1][C@H:2]1[C@H:3]2[C@H:4]3[C@:8]([CH3:9])([CH2:10][CH2:11][C@@H:12]2[C:13]2[CH:14]=[CH:15][C:16]([OH:20])=[CH:17][C:18]=2[CH2:19]1)[C:7](=[O:22])[CH2:6][CH2:5]3. (6) Given the reactants [NH:1]1[CH2:6][CH2:5][CH:4]([CH2:7][N:8]2[CH2:13][CH2:12][CH:11]([CH2:14][NH:15][C:16]([C:18]3[C:26]4[N:25]=[C:24]([CH:27]([CH3:29])[CH3:28])[NH:23][C:22]=4[CH:21]=[CH:20][CH:19]=3)=[O:17])[CH2:10][CH2:9]2)[CH2:3][CH2:2]1.C(N(CC)C(C)C)(C)C.[CH3:39][S:40](Cl)(=[O:42])=[O:41], predict the reaction product. The product is: [CH3:39][S:40]([N:1]1[CH2:2][CH2:3][CH:4]([CH2:7][N:8]2[CH2:9][CH2:10][CH:11]([CH2:14][NH:15][C:16]([C:18]3[C:26]4[N:25]=[C:24]([CH:27]([CH3:29])[CH3:28])[NH:23][C:22]=4[CH:21]=[CH:20][CH:19]=3)=[O:17])[CH2:12][CH2:13]2)[CH2:5][CH2:6]1)(=[O:42])=[O:41]. (7) Given the reactants [CH3:1][O:2][C:3]1[CH:8]=[CH:7][C:6]([C:9]2[N:10]=[C:11](S(C)(=O)=O)[O:12][C:13]=2[C:14]2[CH:19]=[CH:18][C:17]([O:20][CH3:21])=[CH:16][CH:15]=2)=[CH:5][CH:4]=1.[C:26]([NH2:29])(=[O:28])[CH3:27].[H-].[Na+], predict the reaction product. The product is: [CH3:1][O:2][C:3]1[CH:8]=[CH:7][C:6]([C:9]2[N:10]=[C:11]([NH:29][C:26](=[O:28])[CH3:27])[O:12][C:13]=2[C:14]2[CH:19]=[CH:18][C:17]([O:20][CH3:21])=[CH:16][CH:15]=2)=[CH:5][CH:4]=1.